From a dataset of Forward reaction prediction with 1.9M reactions from USPTO patents (1976-2016). Predict the product of the given reaction. (1) Given the reactants [F:1][C:2]([F:24])([F:23])[C:3]1[CH:22]=[CH:21][C:6]([CH2:7][NH:8][C:9]([C:11]2[CH:16]=[CH:15][C:14]([S:17](Cl)(=[O:19])=[O:18])=[CH:13][CH:12]=2)=[O:10])=[CH:5][CH:4]=1.C(Cl)Cl.[NH2:28][C:29]1[N:33]=[CH:32][NH:31][N:30]=1.N1C=CC=CC=1, predict the reaction product. The product is: [NH:31]1[CH:32]=[N:33][C:29]([NH:28][S:17]([C:14]2[CH:15]=[CH:16][C:11]([C:9]([NH:8][CH2:7][C:6]3[CH:21]=[CH:22][C:3]([C:2]([F:24])([F:23])[F:1])=[CH:4][CH:5]=3)=[O:10])=[CH:12][CH:13]=2)(=[O:19])=[O:18])=[N:30]1. (2) Given the reactants [NH2:1][C:2]1[CH:13]=[CH:12][C:5]([C:6]([NH:8][CH2:9][CH2:10][CH3:11])=[O:7])=[CH:4][CH:3]=1.[C:14](=O)(ON1C(=O)CCC1=O)[O:15]N1C(=O)CCC1=O.N1C=CC=CC=1.C(N(C(C)C)CC)(C)C.Cl.[CH2:48]1[C:56]2[C:51](=[CH:52][C:53]([C:57]([O:59][CH3:60])=[O:58])=[CH:54][CH:55]=2)[CH2:50][NH:49]1, predict the reaction product. The product is: [CH2:9]([NH:8][C:6]([C:5]1[CH:4]=[CH:3][C:2]([NH:1][C:14]([N:49]2[CH2:50][C:51]3[C:56](=[CH:55][CH:54]=[C:53]([C:57]([O:59][CH3:60])=[O:58])[CH:52]=3)[CH2:48]2)=[O:15])=[CH:13][CH:12]=1)=[O:7])[CH2:10][CH3:11]. (3) Given the reactants [Mg:1].Cl[CH2:3][C:4]1[CH:9]=[CH:8][CH:7]=[CH:6][C:5]=1[S:10][CH3:11].[Cl-:12].[Li+].[CH2:14]([O:21][C@@H:22]([CH3:26])[CH:23]1[O:25][CH2:24]1)[C:15]1[CH:20]=[CH:19][CH:18]=[CH:17][CH:16]=1, predict the reaction product. The product is: [CH3:11][S:10][C:5]1[CH:6]=[CH:7][CH:8]=[CH:9][C:4]=1[CH2:3][Mg:1][Cl:12].[CH2:14]([O:21][C@H:22]([C@@H:23]([OH:25])[CH2:24][CH2:3][C:4]1[CH:9]=[CH:8][CH:7]=[CH:6][C:5]=1[S:10][CH3:11])[CH3:26])[C:15]1[CH:20]=[CH:19][CH:18]=[CH:17][CH:16]=1. (4) Given the reactants [CH3:1][O:2][C:3]1[CH:26]=[CH:25][C:6]([CH2:7][N:8]2[C:13]3[S:14][C:15]4[CH2:20][NH:19][CH2:18][CH2:17][C:16]=4[C:12]=3[C:11]3=[N:21][CH:22]=[N:23][N:10]3[C:9]2=[O:24])=[CH:5][CH:4]=1.F[C:28]1[CH:33]=[CH:32][CH:31]=[CH:30][N:29]=1, predict the reaction product. The product is: [CH3:1][O:2][C:3]1[CH:4]=[CH:5][C:6]([CH2:7][N:8]2[C:13]3[S:14][C:15]4[CH2:20][N:19]([C:28]5[CH:33]=[CH:32][CH:31]=[CH:30][N:29]=5)[CH2:18][CH2:17][C:16]=4[C:12]=3[C:11]3=[N:21][CH:22]=[N:23][N:10]3[C:9]2=[O:24])=[CH:25][CH:26]=1. (5) Given the reactants [N+:1]([C:4]1[CH:12]=[C:11]2[C:7]([CH:8]=[N:9][N:10]2[C:13]([C:26]2[CH:31]=[CH:30][CH:29]=[CH:28][CH:27]=2)([C:20]2[CH:25]=[CH:24][CH:23]=[CH:22][CH:21]=2)[C:14]2[CH:19]=[CH:18][CH:17]=[CH:16][CH:15]=2)=[CH:6][C:5]=1[CH2:32][C:33]([OH:35])=O)([O-:3])=[O:2].[F:36][C:37]1[CH:42]=[CH:41][C:40]([CH2:43][NH2:44])=[CH:39][CH:38]=1.CCN=C=NCCCN(C)C.Cl.C1C=CC2N(O)N=NC=2C=1, predict the reaction product. The product is: [F:36][C:37]1[CH:42]=[CH:41][C:40]([CH2:43][NH:44][C:33](=[O:35])[CH2:32][C:5]2[CH:6]=[C:7]3[C:11](=[CH:12][C:4]=2[N+:1]([O-:3])=[O:2])[N:10]([C:13]([C:20]2[CH:25]=[CH:24][CH:23]=[CH:22][CH:21]=2)([C:14]2[CH:19]=[CH:18][CH:17]=[CH:16][CH:15]=2)[C:26]2[CH:31]=[CH:30][CH:29]=[CH:28][CH:27]=2)[N:9]=[CH:8]3)=[CH:39][CH:38]=1. (6) The product is: [CH2:1]([N:8]1[C:16]2[C:11](=[CH:12][C:13]([NH:17][C:18]3[N:27]=[CH:26][C:25]([Cl:28])=[CH:24][C:19]=3[C:20]([OH:22])=[O:21])=[CH:14][CH:15]=2)[CH:10]=[CH:9]1)[C:2]1[CH:7]=[CH:6][CH:5]=[CH:4][CH:3]=1. Given the reactants [CH2:1]([N:8]1[C:16]2[C:11](=[CH:12][C:13]([NH:17][C:18]3[N:27]=[CH:26][C:25]([Cl:28])=[CH:24][C:19]=3[C:20]([O:22]C)=[O:21])=[CH:14][CH:15]=2)[CH:10]=[CH:9]1)[C:2]1[CH:7]=[CH:6][CH:5]=[CH:4][CH:3]=1.[OH-].[Na+].O1CCCC1.Cl, predict the reaction product.